This data is from Catalyst prediction with 721,799 reactions and 888 catalyst types from USPTO. The task is: Predict which catalyst facilitates the given reaction. (1) Reactant: Cl.[CH:2]1[C:12]2[C:11]([NH2:13])=[N:10][C:9]3[CH:14]=[CH:15][CH:16]=[CH:17][C:8]=3[NH:7][C:6]=2[CH:5]=[CH:4][CH:3]=1.[CH3:18][N:19]1[CH2:24][CH2:23]N[CH2:21][CH2:20]1.C(N(CC)C(C)C)(C)C.CS(C)=O. Product: [CH3:18][N:19]1[CH2:24][CH2:23][N:13]([C:11]2[C:12]3[CH:2]=[CH:3][CH:4]=[CH:5][C:6]=3[NH:7][C:8]3[CH:17]=[CH:16][CH:15]=[CH:14][C:9]=3[N:10]=2)[CH2:21][CH2:20]1. The catalyst class is: 802. (2) Reactant: [N:1]1([NH:7][C:8](=[O:31])[CH2:9][C:10]2[C:18]3[C:13](=[CH:14][CH:15]=[C:16]([O:19][CH3:20])[CH:17]=3)[N:12]([C:21](=[O:29])[C:22]3[CH:27]=[CH:26][C:25]([Cl:28])=[CH:24][CH:23]=3)[C:11]=2[CH3:30])[CH2:6][CH2:5][NH:4][CH2:3][CH2:2]1.[C:32]1(=O)[CH2:37][CH2:36][CH2:35][CH2:34][CH2:33]1.C(O)(=O)C.C(O[BH-](OC(=O)C)OC(=O)C)(=O)C.[Na+]. Product: [CH:32]1([N:4]2[CH2:5][CH2:6][N:1]([NH:7][C:8](=[O:31])[CH2:9][C:10]3[C:18]4[C:13](=[CH:14][CH:15]=[C:16]([O:19][CH3:20])[CH:17]=4)[N:12]([C:21](=[O:29])[C:22]4[CH:27]=[CH:26][C:25]([Cl:28])=[CH:24][CH:23]=4)[C:11]=3[CH3:30])[CH2:2][CH2:3]2)[CH2:37][CH2:36][CH2:35][CH2:34][CH2:33]1. The catalyst class is: 7. (3) Reactant: [NH2:1][CH:2]([C:4]1[N:9]=[C:8]2[CH:10]=[CH:11][N:12]([CH3:13])[C:7]2=[CH:6][C:5]=1[N:14]1[CH2:17][CH:16]([OH:18])[CH2:15]1)[CH3:3].[NH2:19][C:20]1[N:25]=[C:24]([NH2:26])[C:23]([C:27]#[N:28])=[C:22](Cl)[N:21]=1.CCN(CC)CC. Product: [NH2:19][C:20]1[N:25]=[C:24]([NH2:26])[C:23]([C:27]#[N:28])=[C:22]([NH:1][CH:2]([C:4]2[N:9]=[C:8]3[CH:10]=[CH:11][N:12]([CH3:13])[C:7]3=[CH:6][C:5]=2[N:14]2[CH2:17][CH:16]([OH:18])[CH2:15]2)[CH3:3])[N:21]=1. The catalyst class is: 10. (4) Reactant: C(OC(=O)[NH:7][CH:8]1[CH2:13][CH2:12][N:11]([CH2:14][CH2:15][CH2:16][S:17]([CH3:20])(=[O:19])=[O:18])[CH2:10][CH2:9]1)(C)(C)C.[ClH:22]. Product: [ClH:22].[ClH:22].[CH3:20][S:17]([CH2:16][CH2:15][CH2:14][N:11]1[CH2:12][CH2:13][CH:8]([NH2:7])[CH2:9][CH2:10]1)(=[O:19])=[O:18]. The catalyst class is: 12. (5) Reactant: [F:1][C:2]1[CH:10]=[C:9]2[C:5]([C:6](I)=[CH:7][N:8]2[C:11]([O:13][C:14]([CH3:17])([CH3:16])[CH3:15])=[O:12])=[CH:4][CH:3]=1.[Li]CCCC.C(O[B:28]1[O:32][C:31]([CH3:34])([CH3:33])[C:30]([CH3:36])([CH3:35])[O:29]1)(C)C. Product: [F:1][C:2]1[CH:10]=[C:9]2[C:5]([C:6]([B:28]3[O:32][C:31]([CH3:34])([CH3:33])[C:30]([CH3:36])([CH3:35])[O:29]3)=[CH:7][N:8]2[C:11]([O:13][C:14]([CH3:17])([CH3:16])[CH3:15])=[O:12])=[CH:4][CH:3]=1. The catalyst class is: 1. (6) Reactant: [CH:1]1([CH:7]([NH:27][C:28]2[CH:36]=[CH:35][C:31]([C:32](O)=[O:33])=[CH:30][CH:29]=2)[C:8]2[CH:12]=[C:11]([C:13]3[CH:18]=[CH:17][C:16]([C:19]([F:22])([F:21])[F:20])=[CH:15][CH:14]=3)[O:10][C:9]=2[CH2:23][O:24][CH2:25][CH3:26])[CH2:6][CH2:5][CH2:4][CH2:3][CH2:2]1.Cl.NCCC(OCC)=O.[CH3:46][NH:47][CH2:48][CH2:49][C:50]([O:52]CC)=[O:51].Cl.C(N=C=NCCCN(C)C)C.O.OC1C2N=NNC=2C=CC=1. Product: [CH:1]1([CH:7]([NH:27][C:28]2[CH:36]=[CH:35][C:31]([C:32]([N:47]([CH3:46])[CH2:48][CH2:49][C:50]([OH:52])=[O:51])=[O:33])=[CH:30][CH:29]=2)[C:8]2[CH:12]=[C:11]([C:13]3[CH:18]=[CH:17][C:16]([C:19]([F:22])([F:21])[F:20])=[CH:15][CH:14]=3)[O:10][C:9]=2[CH2:23][O:24][CH2:25][CH3:26])[CH2:2][CH2:3][CH2:4][CH2:5][CH2:6]1. The catalyst class is: 842. (7) Reactant: [F:1][C:2]1[CH:23]=[C:22]([CH3:24])[C:5]([CH2:6][NH:7][C:8]2[C:9]3[N:10]([C:15](C(O)=O)=[C:16]([CH3:18])[N:17]=3)[CH:11]=[C:12]([CH3:14])[CH:13]=2)=[C:4]([CH3:25])[CH:3]=1.C1(OC2C=CC=CC=2)C=CC=CC=1.[Cl-]. Product: [CH3:18][C:16]1[N:17]=[C:9]2[C:8]([NH:7][CH2:6][C:5]3[C:4]([CH3:25])=[CH:3][C:2]([F:1])=[CH:23][C:22]=3[CH3:24])=[CH:13][C:12]([CH3:14])=[CH:11][N:10]2[CH:15]=1. The catalyst class is: 27.